Dataset: Forward reaction prediction with 1.9M reactions from USPTO patents (1976-2016). Task: Predict the product of the given reaction. (1) Given the reactants [NH2:1][C@@H:2]1[CH2:7][CH2:6][C@H:5]([C:8]([OH:10])=[O:9])[CH2:4][CH2:3]1.N[C@@H:12]1CC[C@H](C(OC)=O)C[CH2:13]1, predict the reaction product. The product is: [NH2:1][C@@H:2]1[CH2:7][CH2:6][C@H:5]([C:8]([O:10][CH2:12][CH3:13])=[O:9])[CH2:4][CH2:3]1. (2) Given the reactants [Cl:1][C:2]1[CH:10]=[C:9]2[C:5]([C:6]([N:20]([CH:29]3[CH2:34][CH2:33][NH:32][CH2:31][CH2:30]3)[CH2:21][C:22]([NH:24][CH:25]3[CH2:28][CH2:27][CH2:26]3)=[O:23])([CH2:12][C:13]3[CH:18]=[CH:17][CH:16]=[C:15]([Cl:19])[CH:14]=3)[C:7](=[O:11])[NH:8]2)=[CH:4][CH:3]=1.[CH3:35][N:36]([CH3:40])[C:37](Cl)=[O:38].C([O-])([O-])=O.[K+].[K+], predict the reaction product. The product is: [CH3:35][N:36]([CH3:40])[C:37]([N:32]1[CH2:31][CH2:30][CH:29]([N:20]([C:6]2([CH2:12][C:13]3[CH:18]=[CH:17][CH:16]=[C:15]([Cl:19])[CH:14]=3)[C:5]3[C:9](=[CH:10][C:2]([Cl:1])=[CH:3][CH:4]=3)[NH:8][C:7]2=[O:11])[CH2:21][C:22](=[O:23])[NH:24][CH:25]2[CH2:26][CH2:27][CH2:28]2)[CH2:34][CH2:33]1)=[O:38].